From a dataset of Catalyst prediction with 721,799 reactions and 888 catalyst types from USPTO. Predict which catalyst facilitates the given reaction. (1) Reactant: [F-:1].[K+].[Cl:3][C:4]1[C:9]([C:10]2[C:15]([C:16]([F:19])([F:18])[F:17])=[CH:14][CH:13]=[CH:12][N:11]=2)=[C:8](Cl)[N:7]2[N:21]=[C:22]([CH3:24])[N:23]=[C:6]2[N:5]=1.[F:25][CH:26]([F:31])[C@:27](F)([NH2:29])[CH3:28].Cl. Product: [Cl:3][C:4]1[C:9]([C:10]2[C:15]([C:16]([F:17])([F:19])[F:18])=[CH:14][CH:13]=[CH:12][N:11]=2)=[C:8]([NH:29][C@@H:27]([CH3:28])[C:26]([F:31])([F:1])[F:25])[N:7]2[N:21]=[C:22]([CH3:24])[N:23]=[C:6]2[N:5]=1. The catalyst class is: 10. (2) Reactant: [NH:1]1[C:5]2=[N:6][CH:7]=[CH:8][CH:9]=[C:4]2[C:3]([C:10]23[CH2:15][CH:14]2[CH2:13][N:12](C(OC(C)(C)C)=O)[CH2:11]3)=[CH:2]1.[ClH:23]. Product: [ClH:23].[C:10]12([C:3]3[C:4]4[C:5](=[N:6][CH:7]=[CH:8][CH:9]=4)[NH:1][CH:2]=3)[CH2:15][CH:14]1[CH2:13][NH:12][CH2:11]2. The catalyst class is: 12. (3) Reactant: Cl.Cl.[NH2:3][CH2:4][C:5]1[CH:10]=[CH:9][N:8]=[C:7]([C:11]2([NH:14][C:15]([C:17]3([NH:20][C:21]([C:23]4[N:27]5[C@@:28]([CH2:41][C:42]6[CH:47]=[CH:46][C:45]([C:48]#[N:49])=[CH:44][CH:43]=6)([CH3:40])[C:29](=[O:39])[N:30]([C:31]6[CH:36]=[C:35]([Cl:37])[CH:34]=[C:33]([Cl:38])[CH:32]=6)[C:26]5=[N:25][CH:24]=4)=[O:22])[CH2:19][CH2:18]3)=[O:16])[CH2:13][CH2:12]2)[CH:6]=1.CCN(C(C)C)[CH:53]([CH3:55])[CH3:54].BrCCCBr. Product: [N:3]1([CH2:4][C:5]2[CH:10]=[CH:9][N:8]=[C:7]([C:11]3([NH:14][C:15]([C:17]4([NH:20][C:21]([C:23]5[N:27]6[C@@:28]([CH2:41][C:42]7[CH:47]=[CH:46][C:45]([C:48]#[N:49])=[CH:44][CH:43]=7)([CH3:40])[C:29](=[O:39])[N:30]([C:31]7[CH:36]=[C:35]([Cl:37])[CH:34]=[C:33]([Cl:38])[CH:32]=7)[C:26]6=[N:25][CH:24]=5)=[O:22])[CH2:18][CH2:19]4)=[O:16])[CH2:12][CH2:13]3)[CH:6]=2)[CH2:55][CH2:53][CH2:54]1. The catalyst class is: 474. (4) Reactant: [F:1][CH2:2][CH2:3][O:4][C:5]1[CH:6]=[C:7]([C:11]2[N:12]=[C:13]3[CH:18]=[C:17]([NH2:19])[N:16]=[CH:15][N:14]3[CH:20]=2)[CH:8]=[CH:9][CH:10]=1.[CH2:21]([O:23][C:24]([C:26]1[CH:27]=[N:28][N:29]([CH3:34])[C:30]=1[C:31](O)=[O:32])=[O:25])[CH3:22].CCN(C(C)C)C(C)C. Product: [CH2:21]([O:23][C:24]([C:26]1[CH:27]=[N:28][N:29]([CH3:34])[C:30]=1[C:31](=[O:32])[NH:19][C:17]1[CH:18]=[CH:13][N:14]2[CH:20]=[C:11]([C:7]3[CH:8]=[CH:9][CH:10]=[C:5]([O:4][CH2:3][CH2:2][F:1])[CH:6]=3)[N:12]=[C:15]2[N:16]=1)=[O:25])[CH3:22]. The catalyst class is: 25. (5) Reactant: [F:1][C:2]([F:21])([F:20])[O:3][C:4]1[CH:9]=[CH:8][C:7]([C:10]2[N:14]=[C:13]([C:15]([O:17]CC)=O)[O:12][N:11]=2)=[CH:6][CH:5]=1.C([O-])([O-])=O.[K+].[K+].Cl.Cl.[CH2:30]([NH:37][NH2:38])[C:31]1[CH:36]=[CH:35][CH:34]=[CH:33][CH:32]=1. Product: [CH2:30]([NH:37][NH:38][C:15]([C:13]1[O:12][N:11]=[C:10]([C:7]2[CH:6]=[CH:5][C:4]([O:3][C:2]([F:1])([F:20])[F:21])=[CH:9][CH:8]=2)[N:14]=1)=[O:17])[C:31]1[CH:36]=[CH:35][CH:34]=[CH:33][CH:32]=1. The catalyst class is: 1.